From a dataset of Forward reaction prediction with 1.9M reactions from USPTO patents (1976-2016). Predict the product of the given reaction. Given the reactants [CH2:1]([O:3][C:4]([C:6]1[NH:10][C:9]([C:11]([OH:13])=O)=[CH:8][C:7]=1[CH3:14])=[O:5])[CH3:2].CC[N:17](C(C)C)[CH:18]([CH3:20])[CH3:19].C(N)(C)C.CN(C(ON1N=NC2C=CC=NC1=2)=[N+](C)C)C.F[P-](F)(F)(F)(F)F, predict the reaction product. The product is: [CH3:14][C:7]1[CH:8]=[C:9]([C:11]([NH:17][CH:18]([CH3:20])[CH3:19])=[O:13])[NH:10][C:6]=1[C:4]([O:3][CH2:1][CH3:2])=[O:5].